This data is from Reaction yield outcomes from USPTO patents with 853,638 reactions. The task is: Predict the reaction yield, written as a fraction of the theoretical maximum amount of product (1.0 means a 100% yield; for example, 0.34 means a 34% yield). (1) The reactants are [CH2:1]([O:8][C:9]1[CH:14]=[CH:13][C:12]([C:15]2(O)[CH2:20][CH2:19][N:18](C(OC(C)(C)C)=O)[CH2:17][CH2:16]2)=[CH:11][CH:10]=1)[CH2:2][CH2:3][CH2:4][CH2:5][CH2:6][CH3:7].C([SiH](CC)CC)C.FC(F)(F)C(O)=O. The catalyst is C(Cl)Cl. The product is [CH2:1]([O:8][C:9]1[CH:14]=[CH:13][C:12]([CH:15]2[CH2:20][CH2:19][NH:18][CH2:17][CH2:16]2)=[CH:11][CH:10]=1)[CH2:2][CH2:3][CH2:4][CH2:5][CH2:6][CH3:7]. The yield is 0.580. (2) The reactants are [Cl:1][C:2]1[C:3]([C:10]2[CH:32]=[CH:31][C:13]([C:14]([NH:16][C:17]3[CH:22]=[CH:21][CH:20]=[CH:19][C:18]=3[NH:23]C(=O)OC(C)(C)C)=[O:15])=[CH:12][CH:11]=2)=[N:4][CH:5]=[C:6]([CH:8]=O)[CH:7]=1.[CH3:33][O:34][CH2:35][CH2:36][N:37]1[CH2:42][CH2:41][NH:40][CH2:39][CH2:38]1.[BH4-].[Na+].C(=O)([O-])O.[Na+].FC(F)(F)C(O)=O. The catalyst is ClCCl.CC(C)[O-].[Ti+4].CC(C)[O-].CC(C)[O-].CC(C)[O-].O.CO. The product is [NH2:23][C:18]1[CH:19]=[CH:20][CH:21]=[CH:22][C:17]=1[NH:16][C:14](=[O:15])[C:13]1[CH:12]=[CH:11][C:10]([C:3]2[C:2]([Cl:1])=[CH:7][C:6]([CH2:8][N:40]3[CH2:41][CH2:42][N:37]([CH2:36][CH2:35][O:34][CH3:33])[CH2:38][CH2:39]3)=[CH:5][N:4]=2)=[CH:32][CH:31]=1. The yield is 0.410. (3) The reactants are [CH3:1][O:2][C:3]1[N:4]=[C:5]2[C:10](=[CH:11][CH:12]=1)[N:9]=[CH:8][CH:7]=[C:6]2[N:13]1[CH:21]=[C:20]2[C:15]([CH2:16][CH2:17][CH:18]([NH2:22])[CH2:19]2)=[N:14]1.[CH:23](=O)/[CH:24]=[CH:25]/[C:26]1[CH:31]=[CH:30][CH:29]=[CH:28][CH:27]=1.[BH4-].[Na+].[OH-].[Na+]. The catalyst is CC(O[Ti](OC(C)C)(OC(C)C)OC(C)C)C.CO. The product is [CH3:1][O:2][C:3]1[N:4]=[C:5]2[C:10](=[CH:11][CH:12]=1)[N:9]=[CH:8][CH:7]=[C:6]2[N:13]1[CH:21]=[C:20]2[C:15]([CH2:16][CH2:17][CH:18]([NH:22][CH2:23][CH:24]=[CH:25][C:26]3[CH:31]=[CH:30][CH:29]=[CH:28][CH:27]=3)[CH2:19]2)=[N:14]1. The yield is 0.500. (4) The reactants are CC1NN=C(C(F)(F)F)C=1.C(=O)([O-])[O-].[K+].[K+].Br[C:18]1[CH:19]=[CH:20][C:21]([N+:24]([O-:26])=[O:25])=[N:22][CH:23]=1.CC(=O)OCC.[Cl-].[Na+].O. The catalyst is CS(C)=O. The product is [N+:24]([C:21]1[CH:20]=[CH:19][CH:18]=[CH:23][N:22]=1)([O-:26])=[O:25]. The yield is 0.233. (5) The reactants are CCN(C(C)C)C(C)C.[C:10]1([C:16]2[NH:20][N:19]=[C:18]([C:21]([NH:23][CH2:24][C:25]([OH:27])=O)=[O:22])[CH:17]=2)[CH:15]=[CH:14][CH:13]=[CH:12][CH:11]=1.C1C=CC2N(O)N=NC=2C=1.CCN=C=NCCCN(C)C.Cl.Cl.[F:51][C:52]([F:69])([F:68])[C:53]1[CH:58]=[CH:57][CH:56]=[CH:55][C:54]=1[S:59]([CH:62]1[CH2:67][CH2:66][NH:65][CH2:64][CH2:63]1)(=[O:61])=[O:60].C(OC(N1CCC(SC2C=CC=CC=2C(F)(F)F)CC1)=O)(C)(C)C.OO.Cl. The catalyst is CN(C=O)C.O. The yield is 0.296. The product is [O:27]=[C:25]([N:65]1[CH2:64][CH2:63][CH:62]([S:59]([C:54]2[CH:55]=[CH:56][CH:57]=[CH:58][C:53]=2[C:52]([F:68])([F:51])[F:69])(=[O:61])=[O:60])[CH2:67][CH2:66]1)[CH2:24][NH:23][C:21]([C:18]1[CH:17]=[C:16]([C:10]2[CH:11]=[CH:12][CH:13]=[CH:14][CH:15]=2)[NH:20][N:19]=1)=[O:22]. (6) The reactants are [CH2:1]([O:3][C:4]1[CH:9]=[CH:8][C:7]([C:10]#[CH:11])=[CH:6][CH:5]=1)[CH3:2].[Cl:12][C:13]1[C:14]([C:20]#[N:21])=[N:15][CH:16]=[C:17](Cl)[CH:18]=1.C([N:24](CC)CC)C. The catalyst is [Cu]I.Cl[Pd](Cl)([P](C1C=CC=CC=1)(C1C=CC=CC=1)C1C=CC=CC=1)[P](C1C=CC=CC=1)(C1C=CC=CC=1)C1C=CC=CC=1.CN(C=O)C. The product is [CH3:10][C:7]1[C:8]2=[C:13]3[C:14](=[C:20]([NH2:21])[N:24]=[C:9]2[CH:4]=[CH:5][CH:6]=1)[N:15]=[CH:16][CH:17]=[CH:18]3.[Cl:12][C:13]1[C:14]([C:20]#[N:21])=[N:15][CH:16]=[C:17]([C:11]#[C:10][C:7]2[CH:8]=[CH:9][C:4]([O:3][CH2:1][CH3:2])=[CH:5][CH:6]=2)[CH:18]=1. The yield is 0.0400.